From a dataset of Catalyst prediction with 721,799 reactions and 888 catalyst types from USPTO. Predict which catalyst facilitates the given reaction. (1) Reactant: [Cl:1][C:2]1[CH:3]=[C:4]([C:9]2[S:10][CH:11]=[C:12]([C:15]([CH3:17])=O)[C:13]=2[OH:14])[CH:5]=[CH:6][C:7]=1[Cl:8].[N:18]1([NH:24][C:25]([C:27]2[S:28][C:29]([C:32]([NH:34][NH2:35])=[O:33])=[CH:30][CH:31]=2)=[O:26])[CH2:23][CH2:22][O:21][CH2:20][CH2:19]1.O. Product: [N:18]1([NH:24][C:25]([C:27]2[S:28][C:29]([C:32]([NH:34][N:35]=[C:15]([C:12]3[C:13]([OH:14])=[C:9]([C:4]4[CH:5]=[CH:6][C:7]([Cl:8])=[C:2]([Cl:1])[CH:3]=4)[S:10][CH:11]=3)[CH3:17])=[O:33])=[CH:30][CH:31]=2)=[O:26])[CH2:23][CH2:22][O:21][CH2:20][CH2:19]1. The catalyst class is: 16. (2) Reactant: [NH2:1][C:2]1[CH:3]=[C:4]([C:8]2[N:9]([CH2:21][CH3:22])[C:10]3[C:15]([C:16]=2[C:17]#[N:18])=[CH:14][CH:13]=[C:12]([O:19][CH3:20])[CH:11]=3)[CH:5]=[CH:6][CH:7]=1.[C:23]([N:31]=[C:32]=[S:33])(=[O:30])[C:24]1[CH:29]=[CH:28][CH:27]=[CH:26][CH:25]=1. Product: [C:23]([NH:31][C:32]([NH:1][C:2]1[CH:7]=[CH:6][CH:5]=[C:4]([C:8]2[N:9]([CH2:21][CH3:22])[C:10]3[C:15]([C:16]=2[C:17]#[N:18])=[CH:14][CH:13]=[C:12]([O:19][CH3:20])[CH:11]=3)[CH:3]=1)=[S:33])(=[O:30])[C:24]1[CH:29]=[CH:28][CH:27]=[CH:26][CH:25]=1. The catalyst class is: 21. (3) Reactant: C(Cl)(=O)C(Cl)=O.[F:7][C:8]1[CH:19]=[CH:18][CH:17]=[CH:16][C:9]=1[O:10][CH2:11][CH2:12][C:13]([OH:15])=O.[Cl-].[Al+3].[Cl-].[Cl-]. The catalyst class is: 85. Product: [F:7][C:8]1[CH:19]=[CH:18][CH:17]=[C:16]2[C:9]=1[O:10][CH2:11][CH2:12][C:13]2=[O:15]. (4) Product: [CH3:1][CH:2]1[CH2:7][CH2:6][N:5]([C:9]2[CH:10]=[CH:11][C:12]([N+:16]([O-:18])=[O:17])=[C:13]([CH:15]=2)[NH2:14])[CH2:4][CH2:3]1. The catalyst class is: 37. Reactant: [CH3:1][CH:2]1[CH2:7][CH2:6][NH:5][CH2:4][CH2:3]1.Cl[C:9]1[CH:10]=[CH:11][C:12]([N+:16]([O-:18])=[O:17])=[C:13]([CH:15]=1)[NH2:14].C(N(CC)CC)C. (5) Reactant: Cl[C:2]1[N:10]=[C:9]2[C:5]([N:6]=[C:7]([CH2:12][N:13]3[CH2:18][CH2:17][CH:16]([CH:19]4[CH2:22][O:21][CH2:20]4)[CH2:15][CH2:14]3)[N:8]2[CH3:11])=[C:4]([N:23]2[CH2:28][CH2:27][O:26][CH2:25][CH2:24]2)[N:3]=1.[NH:29]1[C:33]2[CH:34]=[CH:35][CH:36]=[CH:37][C:32]=2[N:31]=[C:30]1CN.CC(C1C=C(C(C)C)C(C2C=CC=CC=2P(C2CCCCC2)C2CCCCC2)=C(C(C)C)C=1)C.C(=O)([O-])[O-].[Cs+].[Cs+].[CH3:80][N:81](C=O)C. Product: [CH3:80][NH:81][C:30]1[N:29]([C:2]2[N:10]=[C:9]3[C:5]([N:6]=[C:7]([CH2:12][N:13]4[CH2:14][CH2:15][CH:16]([CH:19]5[CH2:20][O:21][CH2:22]5)[CH2:17][CH2:18]4)[N:8]3[CH3:11])=[C:4]([N:23]3[CH2:28][CH2:27][O:26][CH2:25][CH2:24]3)[N:3]=2)[C:33]2[CH:34]=[CH:35][CH:36]=[CH:37][C:32]=2[N:31]=1. The catalyst class is: 110. (6) Reactant: Br[C:2]1[CH:7]=[CH:6][C:5]([S:8]([CH3:11])(=[O:10])=[O:9])=[CH:4][C:3]=1[CH3:12].[B:13]1([B:13]2[O:17][C:16]([CH3:19])([CH3:18])[C:15]([CH3:21])([CH3:20])[O:14]2)[O:17][C:16]([CH3:19])([CH3:18])[C:15]([CH3:21])([CH3:20])[O:14]1.C([O-])(=O)C.[K+]. Product: [CH3:20][C:15]1([CH3:21])[C:16]([CH3:19])([CH3:18])[O:17][B:13]([C:2]2[CH:7]=[CH:6][C:5]([S:8]([CH3:11])(=[O:10])=[O:9])=[CH:4][C:3]=2[CH3:12])[O:14]1. The catalyst class is: 423.